Dataset: Reaction yield outcomes from USPTO patents with 853,638 reactions. Task: Predict the reaction yield, written as a fraction of the theoretical maximum amount of product (1.0 means a 100% yield; for example, 0.34 means a 34% yield). (1) The reactants are Br[C:2]1[CH:3]=[N:4][N:5]([CH3:7])[CH:6]=1.[CH3:8][C:9]1([CH3:25])[C:13]([CH3:15])([CH3:14])[O:12][B:11]([B:11]2[O:12][C:13]([CH3:15])([CH3:14])[C:9]([CH3:25])([CH3:8])[O:10]2)[O:10]1.CC([O-])=O.[K+]. The catalyst is O1CCOCC1.C1C=CC(P(C2C=CC=CC=2)[C-]2C=CC=C2)=CC=1.C1C=CC(P(C2C=CC=CC=2)[C-]2C=CC=C2)=CC=1.Cl[Pd]Cl.[Fe+2]. The product is [CH3:7][N:5]1[CH:6]=[C:2]([B:11]2[O:12][C:13]([CH3:15])([CH3:14])[C:9]([CH3:25])([CH3:8])[O:10]2)[CH:3]=[N:4]1. The yield is 0.271. (2) The reactants are Br[C:2]1[C:11]([CH3:12])=[CH:10][CH:9]=[CH:8][C:3]=1[C:4]([O:6][CH3:7])=[O:5].[CH2:13]([O:20][C:21]([CH:24]1[CH2:29]C(=O)[CH2:27][CH2:26][O:25]1)([CH3:23])[CH3:22])[C:14]1[CH:19]=[CH:18][CH:17]=[CH:16][CH:15]=1.CC1(C)C2C(=C(P(C3C=CC=CC=3)C3C=CC=CC=3)C=CC=2)OC2C(P(C3C=CC=CC=3)C3C=CC=CC=3)=CC=CC1=2.C(=O)([O-])[O-].[Cs+].[Cs+].N#N. The catalyst is C1C=CC(/C=C/C(/C=C/C2C=CC=CC=2)=O)=CC=1.C1C=CC(/C=C/C(/C=C/C2C=CC=CC=2)=O)=CC=1.C1C=CC(/C=C/C(/C=C/C2C=CC=CC=2)=O)=CC=1.[Pd].[Pd].O1CCOCC1. The product is [CH2:13]([O:20][C:21]([CH:24]1[O:25][CH2:26][C:27]2[C:2]3[C:11]([CH3:12])=[CH:10][CH:9]=[CH:8][C:3]=3[C:4](=[O:5])[O:6][C:7]=2[CH2:29]1)([CH3:23])[CH3:22])[C:14]1[CH:19]=[CH:18][CH:17]=[CH:16][CH:15]=1. The yield is 0.0500. (3) The reactants are [N+:1]([C:4]1[CH:5]=[CH:6][CH:7]=[C:8]2[C:12]=1[NH:11][CH:10]=[C:9]2[C:13]([N:15]1[CH2:21][C:20]2([CH3:23])[CH2:22][CH:16]1[CH2:17][C:18]([CH3:25])([CH3:24])[CH2:19]2)=[O:14])([O-])=O. The catalyst is CO.[Pd]. The product is [NH2:1][C:4]1[CH:5]=[CH:6][CH:7]=[C:8]2[C:12]=1[NH:11][CH:10]=[C:9]2[C:13]([N:15]1[CH2:21][C:20]2([CH3:23])[CH2:22][CH:16]1[CH2:17][C:18]([CH3:25])([CH3:24])[CH2:19]2)=[O:14]. The yield is 0.720.